This data is from Full USPTO retrosynthesis dataset with 1.9M reactions from patents (1976-2016). The task is: Predict the reactants needed to synthesize the given product. (1) Given the product [N:1]1([CH2:6][CH2:7][NH:8][C:9]2[N:14]=[C:13]([C:15]3[S:19][C:18]4[C:20]([CH2:24][C:25]5[CH:30]=[C:29]([F:31])[CH:28]=[CH:27][C:26]=5[C@@H:32]([NH2:37])[C:33]([F:34])([F:35])[F:36])=[CH:21][CH:22]=[CH:23][C:17]=4[CH:16]=3)[C:12]([F:44])=[CH:11][N:10]=2)[CH:5]=[CH:4][N:3]=[N:2]1, predict the reactants needed to synthesize it. The reactants are: [N:1]1([CH2:6][CH2:7][NH:8][C:9]2[N:14]=[C:13]([C:15]3[S:19][C:18]4[C:20]([CH2:24][C:25]5[CH:30]=[C:29]([F:31])[CH:28]=[CH:27][C:26]=5[C@@H:32]([NH:37][S@](C(C)(C)C)=O)[C:33]([F:36])([F:35])[F:34])=[CH:21][CH:22]=[CH:23][C:17]=4[CH:16]=3)[C:12]([F:44])=[CH:11][N:10]=2)[CH:5]=[CH:4][N:3]=[N:2]1.Cl. (2) Given the product [CH2:1]([O:8][CH2:9][O:10][C@H:11]1[CH2:15][N:14]([C:16]([C@H:18]2[CH2:19][CH2:20][C@H:21]([C:24]([F:25])([F:26])[F:27])[CH2:22][CH2:23]2)=[O:17])[C@@H:13]([CH2:28][O:29][C:30]2[C:31]([C:36]([NH:44][C:41]3[CH:42]=[CH:43][O:39][N:40]=3)=[O:37])=[N:32][CH:33]=[CH:34][CH:35]=2)[CH2:12]1)[C:2]1[CH:7]=[CH:6][CH:5]=[CH:4][CH:3]=1, predict the reactants needed to synthesize it. The reactants are: [CH2:1]([O:8][CH2:9][O:10][C@H:11]1[CH2:15][N:14]([C:16]([C@H:18]2[CH2:23][CH2:22][C@H:21]([C:24]([F:27])([F:26])[F:25])[CH2:20][CH2:19]2)=[O:17])[C@@H:13]([CH2:28][O:29][C:30]2[C:31]([C:36](O)=[O:37])=[N:32][CH:33]=[CH:34][CH:35]=2)[CH2:12]1)[C:2]1[CH:7]=[CH:6][CH:5]=[CH:4][CH:3]=1.[O:39]1[CH:43]=[CH:42][C:41]([NH2:44])=[N:40]1.Cl.Cl.N1CCC[C@@H]1COC1C(C(N)=O)=NC=CC=1. (3) Given the product [O:42]=[S:40]1(=[O:43])[CH2:41][CH:38]([N:1]2[CH2:2][CH:3]([N:5]3[C:9]4[N:10]=[CH:11][N:12]=[C:13]([NH2:14])[C:8]=4[C:7]([C:15]4[CH:20]=[CH:19][CH:18]=[C:17]([O:21][CH2:22][C:23]56[O:29][CH:26]([CH2:25][CH2:24]5)[CH2:27][CH2:28]6)[CH:16]=4)=[CH:6]3)[CH2:4]2)[CH2:39]1, predict the reactants needed to synthesize it. The reactants are: [NH:1]1[CH2:4][CH:3]([N:5]2[C:9]3[N:10]=[CH:11][N:12]=[C:13]([NH2:14])[C:8]=3[C:7]([C:15]3[CH:20]=[CH:19][CH:18]=[C:17]([O:21][CH2:22][C:23]45[O:29][CH:26]([CH2:27][CH2:28]4)[CH2:25][CH2:24]5)[CH:16]=3)=[CH:6]2)[CH2:2]1.C(N(CC)CC)C.Br[CH:38]1[CH2:41][S:40](=[O:43])(=[O:42])[CH2:39]1. (4) Given the product [CH:3]1([C:6]2[C:32]([CH:33]3[CH2:34][CH2:35]3)=[CH:31][C:9]([CH2:10][N:11]3[CH2:12][C:13]4([CH2:18][C:17]([N:19]5[CH2:24][CH2:23][C:22]([CH3:30])([C:25]([OH:27])=[O:26])[CH2:21][CH2:20]5)=[N:16][O:15]4)[CH2:14]3)=[C:8]([O:36][CH2:37][CH3:38])[C:7]=2[F:39])[CH2:5][CH2:4]1, predict the reactants needed to synthesize it. The reactants are: [OH-].[Na+].[CH:3]1([C:6]2[C:32]([CH:33]3[CH2:35][CH2:34]3)=[CH:31][C:9]([CH2:10][N:11]3[CH2:14][C:13]4([CH2:18][C:17]([N:19]5[CH2:24][CH2:23][C:22]([CH3:30])([C:25]([O:27]CC)=[O:26])[CH2:21][CH2:20]5)=[N:16][O:15]4)[CH2:12]3)=[C:8]([O:36][CH2:37][CH3:38])[C:7]=2[F:39])[CH2:5][CH2:4]1. (5) Given the product [OH:38][CH2:37][C@@H:33]([NH:32][C:4](=[O:6])[CH2:3][CH2:2][SH:1])[C@H:34]([OH:35])[CH3:36], predict the reactants needed to synthesize it. The reactants are: [SH:1][CH2:2][CH2:3][C:4]([OH:6])=O.ON1C2C=CC=CC=2N=N1.C1(N=C=NC2CCCCC2)CCCCC1.[NH2:32][C@H:33]([CH2:37][OH:38])[C@@H:34]([CH3:36])[OH:35].